Dataset: Forward reaction prediction with 1.9M reactions from USPTO patents (1976-2016). Task: Predict the product of the given reaction. (1) Given the reactants [NH2:1][C:2]1[S:3][C:4]([C:10]2[CH:11]=[N:12][C:13]([N:16]3[CH2:21][CH2:20][CH2:19][CH2:18][CH2:17]3)=[CH:14][CH:15]=2)=[CH:5][C:6]=1[C:7]([NH2:9])=[O:8].Br[C:23]1[N:28]=[C:27]([CH:29]([N:32]2[CH2:37][CH2:36][O:35][CH2:34][CH2:33]2)[CH2:30][OH:31])[CH:26]=[CH:25][CH:24]=1, predict the reaction product. The product is: [OH:31][CH2:30][CH:29]([C:27]1[N:28]=[C:23]([NH:1][C:2]2[S:3][C:4]([C:10]3[CH:11]=[N:12][C:13]([N:16]4[CH2:21][CH2:20][CH2:19][CH2:18][CH2:17]4)=[CH:14][CH:15]=3)=[CH:5][C:6]=2[C:7]([NH2:9])=[O:8])[CH:24]=[CH:25][CH:26]=1)[N:32]1[CH2:37][CH2:36][O:35][CH2:34][CH2:33]1. (2) Given the reactants Br[C:2]1[CH:10]=[C:9]2[C:5]([CH2:6][N:7]3[C:13]([C:14]4[C:15]([C:20]5[CH:25]=[CH:24][CH:23]=[CH:22][CH:21]=5)=[N:16][O:17][C:18]=4[CH3:19])=[N:12][N:11]=[C:8]32)=[CH:4][CH:3]=1.[CH3:26][N:27](C=O)C, predict the reaction product. The product is: [CH3:19][C:18]1[O:17][N:16]=[C:15]([C:20]2[CH:25]=[CH:24][CH:23]=[CH:22][CH:21]=2)[C:14]=1[C:13]1[N:7]2[CH2:6][C:5]3[C:9]([C:8]2=[N:11][N:12]=1)=[CH:10][C:2]([C:26]#[N:27])=[CH:3][CH:4]=3. (3) Given the reactants N1CCC(C2C3C(=C(C(N)=O)C=C(C4SC=CC=4)C=3)NC=2)CC1.[NH2:24][C:25]([C:27]1[CH:28]=[C:29]([C:49]2[CH:54]=[CH:53][C:52]([O:55][CH3:56])=[CH:51][CH:50]=2)[CH:30]=[C:31]2[C:35]=1[NH:34][CH:33]=[C:32]2[CH:36]1[CH2:41][CH2:40][N:39](C(OC(C)(C)C)=O)[CH2:38][CH2:37]1)=[O:26].Cl, predict the reaction product. The product is: [CH3:56][O:55][C:52]1[CH:53]=[CH:54][C:49]([C:29]2[CH:30]=[C:31]3[C:35](=[C:27]([C:25]([NH2:24])=[O:26])[CH:28]=2)[NH:34][CH:33]=[C:32]3[CH:36]2[CH2:41][CH2:40][NH:39][CH2:38][CH2:37]2)=[CH:50][CH:51]=1. (4) Given the reactants [Cl:1][C:2]1[CH:7]=[CH:6][C:5]([N:8]2[C:14](=[O:15])[CH2:13][C:12]3=[N:16][N:17]=[C:18]([CH3:19])[N:11]3[C:10]3[CH:20]=[CH:21][CH:22]=[CH:23][C:9]2=3)=[CH:4][CH:3]=1.[Li+].C[Si]([N-][Si](C)(C)C)(C)C.Br[CH2:35][C:36]([O:38][C:39]([CH3:42])([CH3:41])[CH3:40])=[O:37].[NH4+].[Cl-], predict the reaction product. The product is: [Cl:1][C:2]1[CH:7]=[CH:6][C:5]([N:8]2[C:14](=[O:15])[CH:13]([CH2:35][C:36]([O:38][C:39]([CH3:42])([CH3:41])[CH3:40])=[O:37])[C:12]3=[N:16][N:17]=[C:18]([CH3:19])[N:11]3[C:10]3[CH:20]=[CH:21][CH:22]=[CH:23][C:9]2=3)=[CH:4][CH:3]=1. (5) Given the reactants CO[C:3]([C:5]1[C:6]([OH:31])=[C:7]2[C:12](=[CH:13][N:14]=1)[N:11]([CH2:15][C:16]1[CH:21]=[CH:20][CH:19]=[CH:18][CH:17]=1)[C:10](=[O:22])[C:9]([C:23]1[CH:28]=[CH:27][C:26]([C:29]#[N:30])=[CH:25][CH:24]=1)=[CH:8]2)=[O:4].[NH2:32][CH2:33][CH2:34][C:35]([OH:37])=[O:36].C[O-].[Na+], predict the reaction product. The product is: [CH2:15]([N:11]1[C:12]2[C:7](=[C:6]([OH:31])[C:5]([C:3]([NH:32][CH2:33][CH2:34][C:35]([OH:37])=[O:36])=[O:4])=[N:14][CH:13]=2)[CH:8]=[C:9]([C:23]2[CH:28]=[CH:27][C:26]([C:29]#[N:30])=[CH:25][CH:24]=2)[C:10]1=[O:22])[C:16]1[CH:21]=[CH:20][CH:19]=[CH:18][CH:17]=1.